This data is from Catalyst prediction with 721,799 reactions and 888 catalyst types from USPTO. The task is: Predict which catalyst facilitates the given reaction. (1) Product: [C:8]([C:7]1[CH:6]=[C:5]([NH:4][C:1](=[O:3])[CH3:2])[CH:16]=[C:15]([S:17]([F:22])([F:18])([F:20])([F:21])[F:19])[CH:14]=1)(=[O:9])[CH3:23]. The catalyst class is: 375. Reactant: [C:1]([NH:4][C:5]1[CH:6]=[C:7]([CH:14]=[C:15]([S:17]([F:22])([F:21])([F:20])([F:19])[F:18])[CH:16]=1)[C:8](N(OC)C)=[O:9])(=[O:3])[CH3:2].[CH3:23][Si](C)(C)[N-][Si](C)(C)C.[Li+].COCCCC.C[Mg]Br.Cl. (2) Reactant: Cl.[CH3:2][O:3][C:4](=[O:29])[CH2:5][NH:6][CH2:7][C:8]1[CH:13]=[CH:12][C:11]([O:14][CH2:15][CH2:16][C:17]2[N:18]=[C:19]([C:23]3[CH:28]=[CH:27][CH:26]=[CH:25][CH:24]=3)[O:20][C:21]=2[CH3:22])=[CH:10][CH:9]=1.P([O-])([O-])([O-])=O.[K+].[K+].[K+].O1CCCC1.Cl[C:44]([O:46][C:47]1[CH:52]=[CH:51][C:50]([O:53][CH3:54])=[CH:49][CH:48]=1)=[O:45]. Product: [CH3:2][O:3][C:4](=[O:29])[CH2:5][N:6]([C:44]([O:46][C:47]1[CH:52]=[CH:51][C:50]([O:53][CH3:54])=[CH:49][CH:48]=1)=[O:45])[CH2:7][C:8]1[CH:13]=[CH:12][C:11]([O:14][CH2:15][CH2:16][C:17]2[N:18]=[C:19]([C:23]3[CH:28]=[CH:27][CH:26]=[CH:25][CH:24]=3)[O:20][C:21]=2[CH3:22])=[CH:10][CH:9]=1. The catalyst class is: 6. (3) Reactant: O.[Sn](Cl)Cl.[Cl:5][C:6]1[CH:21]=[C:20]([Cl:22])[C:9]([C:10]([NH:12][C:13]2[CH:18]=[CH:17][C:16]([F:19])=[CH:15][CH:14]=2)=[O:11])=[C:8]([N+:23]([O-])=O)[C:7]=1[OH:26].CCO.C([O-])(O)=O.[Na+]. Product: [NH2:23][C:8]1[C:7]([OH:26])=[C:6]([Cl:5])[CH:21]=[C:20]([Cl:22])[C:9]=1[C:10]([NH:12][C:13]1[CH:14]=[CH:15][C:16]([F:19])=[CH:17][CH:18]=1)=[O:11]. The catalyst class is: 52. (4) Product: [C:35]1([C@H:41]([NH:44][C:10]([C:1]2[CH:2]=[CH:3][N:4]3[C:9]=2[CH2:8][CH2:7][CH2:6][CH2:5]3)=[O:12])[CH2:42][CH3:43])[CH:40]=[CH:39][CH:38]=[CH:37][CH:36]=1. Reactant: [C:1]1([C:10]([OH:12])=O)[CH:2]=[CH:3][N:4]2[C:9]=1[CH2:8][CH2:7][CH2:6][CH2:5]2.ON1C2C=CC=CC=2N=N1.Cl.C(N=C=NCCCN(C)C)C.[C:35]1([C@H:41]([NH2:44])[CH2:42][CH3:43])[CH:40]=[CH:39][CH:38]=[CH:37][CH:36]=1. The catalyst class is: 9. (5) Reactant: [F:1][C:2]1[CH:49]=[CH:48][CH:47]=[C:46]([F:50])[C:3]=1[C:4]([NH:6][C:7]1[CH:12]=[C:11]([C:13]2[C:21]([C:22]3[CH:27]=[CH:26][N:25]=[C:24]([NH:28][C:29]4[CH:38]=[C:37]5[C:32]([CH2:33][CH2:34][N:35](C(=O)C(F)(F)F)[CH2:36]5)=[CH:31][CH:30]=4)[N:23]=3)=[C:16]3[CH:17]=[CH:18][CH:19]=[CH:20][N:15]3[N:14]=2)[CH:10]=[CH:9][C:8]=1F)=[O:5].C1C[O:54][CH2:53]C1.[Li+].[OH-]. Product: [F:1][C:2]1[CH:49]=[CH:48][CH:47]=[C:46]([F:50])[C:3]=1[C:4]([NH:6][C:7]1[CH:12]=[C:11]([C:13]2[C:21]([C:22]3[CH:27]=[CH:26][N:25]=[C:24]([NH:28][C:29]4[CH:38]=[C:37]5[C:32]([CH2:33][CH2:34][NH:35][CH2:36]5)=[CH:31][CH:30]=4)[N:23]=3)=[C:16]3[CH:17]=[CH:18][CH:19]=[CH:20][N:15]3[N:14]=2)[CH:10]=[CH:9][C:8]=1[O:54][CH3:53])=[O:5]. The catalyst class is: 6. (6) Reactant: [O:1]1[CH2:6][CH2:5][CH:4]([NH:7][C:8]2[CH:13]=[CH:12][C:11](B3OC(C)(C)C(C)(C)O3)=[CH:10][C:9]=2[C:23]([F:26])([F:25])[F:24])[CH2:3][CH2:2]1.C([O-])([O-])=O.[Na+].[Na+].Br[C:34]1[CH:39]=[CH:38][N:37]([CH2:40][CH:41]2[CH2:43][CH2:42]2)[C:36](=[O:44])[C:35]=1[C:45]#[N:46]. Product: [CH:41]1([CH2:40][N:37]2[CH:38]=[CH:39][C:34]([C:11]3[CH:12]=[CH:13][C:8]([NH:7][CH:4]4[CH2:3][CH2:2][O:1][CH2:6][CH2:5]4)=[C:9]([C:23]([F:24])([F:25])[F:26])[CH:10]=3)=[C:35]([C:45]#[N:46])[C:36]2=[O:44])[CH2:42][CH2:43]1. The catalyst class is: 752.